Dataset: Reaction yield outcomes from USPTO patents with 853,638 reactions. Task: Predict the reaction yield, written as a fraction of the theoretical maximum amount of product (1.0 means a 100% yield; for example, 0.34 means a 34% yield). The reactants are [OH:1][C:2]1[CH:3]=[C:4]([CH:9]=[CH:10][CH:11]=1)[C:5]([O:7][CH3:8])=[O:6].Br[CH2:13][C:14]#[N:15].C(=O)([O-])[O-].[K+].[K+].C(=O)([O-])O.[Na+]. The catalyst is CC(C)=O. The product is [C:14]([CH2:13][O:1][C:2]1[CH:3]=[C:4]([CH:9]=[CH:10][CH:11]=1)[C:5]([O:7][CH3:8])=[O:6])#[N:15]. The yield is 0.860.